Task: Predict which catalyst facilitates the given reaction.. Dataset: Catalyst prediction with 721,799 reactions and 888 catalyst types from USPTO (1) Reactant: [CH3:1][O:2][C:3]([C@H:5]1[CH2:9][C@@H:8]([O:10][CH3:11])[CH2:7][NH:6]1)=[O:4].C(N(CC)CC)C.[C:19](O[C:19]([O:21][C:22]([CH3:25])([CH3:24])[CH3:23])=[O:20])([O:21][C:22]([CH3:25])([CH3:24])[CH3:23])=[O:20].CN(C1C=CC=CN=1)C. Product: [CH3:1][O:2][C:3]([C@H:5]1[CH2:9][C@@H:8]([O:10][CH3:11])[CH2:7][N:6]1[C:19]([O:21][C:22]([CH3:25])([CH3:24])[CH3:23])=[O:20])=[O:4]. The catalyst class is: 2. (2) Reactant: [CH2:1]([S:3]([NH:6][CH2:7][C:8]1[CH:13]=[CH:12][C:11]([CH:14]([CH3:18])[C:15]([OH:17])=O)=[CH:10][C:9]=1[F:19])(=[O:5])=[O:4])[CH3:2].[C:20]1([CH3:38])[CH:25]=[CH:24][CH:23]=[C:22]([C:26]2[C:31]([CH2:32][NH2:33])=[CH:30][CH:29]=[C:28]([C:34]([F:37])([F:36])[F:35])[N:27]=2)[CH:21]=1.ON1C2C=CC=CC=2N=N1.CN(C)CCCN=C=NCC.C(N(CC)CC)C. Product: [CH2:1]([S:3]([NH:6][CH2:7][C:8]1[CH:13]=[CH:12][C:11]([CH:14]([CH3:18])[C:15]([NH:33][CH2:32][C:31]2[C:26]([C:22]3[CH:21]=[C:20]([CH3:38])[CH:25]=[CH:24][CH:23]=3)=[N:27][C:28]([C:34]([F:37])([F:35])[F:36])=[CH:29][CH:30]=2)=[O:17])=[CH:10][C:9]=1[F:19])(=[O:4])=[O:5])[CH3:2]. The catalyst class is: 12. (3) Reactant: Cl[C:2]1[C:10]2[C:5](=[CH:6][C:7]([CH2:11][N:12]([CH:21]3[CH2:23][CH2:22]3)[C:13]([C@@H:15]3[O:20][CH2:19][CH2:18][NH:17][CH2:16]3)=[O:14])=[CH:8][CH:9]=2)[N:4]([CH2:24][CH2:25][CH2:26][O:27][CH3:28])[CH:3]=1.C(N(C(C)C)CC)(C)C. Product: [CH:21]1([N:12]([CH2:11][C:7]2[CH:6]=[C:5]3[C:10]([CH:2]=[CH:3][N:4]3[CH2:24][CH2:25][CH2:26][O:27][CH3:28])=[CH:9][CH:8]=2)[C:13]([C@@H:15]2[O:20][CH2:19][CH2:18][NH:17][CH2:16]2)=[O:14])[CH2:22][CH2:23]1. The catalyst class is: 178. (4) Reactant: [Cl:1][C:2]1=[N:3][C:4]2[CH:16]=[C:15]([C:17](Cl)=[O:18])[CH:14]=[CH:13][C:5]=2[S:6][C:7]2[CH:12]=[CH:11][CH:10]=[CH:9][C:8]1=2.C(N(CC)CC)C.[CH3:27][C:28]1[CH:29]=[C:30]([CH2:33][NH2:34])[S:31][CH:32]=1. Product: [Cl:1][C:2]1=[N:3][C:4]2[CH:16]=[C:15]([C:17]([NH:34][CH2:33][C:30]3[S:31][CH:32]=[C:28]([CH3:27])[CH:29]=3)=[O:18])[CH:14]=[CH:13][C:5]=2[S:6][C:7]2[CH:12]=[CH:11][CH:10]=[CH:9][C:8]1=2. The catalyst class is: 4.